From a dataset of Catalyst prediction with 721,799 reactions and 888 catalyst types from USPTO. Predict which catalyst facilitates the given reaction. (1) Reactant: [Si]([O:8][CH2:9][CH2:10][C:11]1([CH2:14][N:15]2[C:23](=[O:24])[C:22]3[C:17](=[CH:18][CH:19]=[CH:20][CH:21]=3)[C:16]2=[O:25])[CH2:13][CH2:12]1)(C(C)(C)C)(C)C.Cl. Product: [OH:8][CH2:9][CH2:10][C:11]1([CH2:14][N:15]2[C:16](=[O:25])[C:17]3[C:22](=[CH:21][CH:20]=[CH:19][CH:18]=3)[C:23]2=[O:24])[CH2:13][CH2:12]1. The catalyst class is: 598. (2) Reactant: [F:1][C:2]1[C:7]([C:8]([C:10]2[C:18]3[C:13](=[N:14][CH:15]=[C:16]([F:20])[C:17]=3I)[NH:12][CH:11]=2)=[O:9])=[C:6]([F:21])[CH:5]=[CH:4][C:3]=1[NH:22][S:23]([N:26]1[CH2:30][CH2:29][CH2:28][CH2:27]1)(=[O:25])=[O:24].[CH:31]1([CH2:34][NH2:35])[CH2:33][CH2:32]1. Product: [CH:31]1([CH2:34][NH:35][C:17]2[C:16]([F:20])=[CH:15][N:14]=[C:13]3[NH:12][CH:11]=[C:10]([C:8]([C:7]4[C:2]([F:1])=[C:3]([NH:22][S:23]([N:26]5[CH2:30][CH2:29][CH2:28][CH2:27]5)(=[O:25])=[O:24])[CH:4]=[CH:5][C:6]=4[F:21])=[O:9])[C:18]=23)[CH2:33][CH2:32]1. The catalyst class is: 32. (3) Reactant: [H-].[H-].[H-].[H-].[Li+].[Al+3].[CH3:7][C:8]1[S:9][C:10]2[CH:16]=[CH:15][C:14]([C:17](OC)=[O:18])=[CH:13][C:11]=2[N:12]=1.O.[OH-].[Na+]. The catalyst class is: 1. Product: [CH3:7][C:8]1[S:9][C:10]2[CH:16]=[CH:15][C:14]([CH2:17][OH:18])=[CH:13][C:11]=2[N:12]=1. (4) Reactant: [CH2:1]([N:3]1[CH2:8][CH2:7][N:6]([C:9]2[CH:10]=[C:11]([CH:13]=[CH:14][CH:15]=2)[NH2:12])[CH2:5][CH2:4]1)[CH3:2].[CH3:16][C:17]1[CH:22]=[CH:21][CH:20]=[C:19]([CH3:23])[C:18]=1[C:24]1[C:33]2[N:32]=[CH:31][CH:30]=[N:29][C:28]=2[C:27]([C:34](O)=[O:35])=[CH:26][CH:25]=1.CC1C=CC=C(C)C=1B(O)O. Product: [CH2:1]([N:3]1[CH2:4][CH2:5][N:6]([C:9]2[CH:10]=[C:11]([NH:12][C:34]([C:27]3[C:28]4[N:29]=[CH:30][CH:31]=[N:32][C:33]=4[C:24]([C:18]4[C:19]([CH3:23])=[CH:20][CH:21]=[CH:22][C:17]=4[CH3:16])=[CH:25][CH:26]=3)=[O:35])[CH:13]=[CH:14][CH:15]=2)[CH2:7][CH2:8]1)[CH3:2]. The catalyst class is: 73. (5) Reactant: [O:1]=[C:2]1[CH:11]=[CH:10][C:9]2[C:4](=[CH:5][CH:6]=[C:7]([S:12](Cl)(=O)=O)[CH:8]=2)[NH:3]1.[C:16](OC(=O)C)(=[O:18])[CH3:17].C([O-])(=O)C.[Na+]. Product: [O:1]=[C:2]1[CH:11]=[CH:10][C:9]2[C:4](=[CH:5][CH:6]=[C:7]([S:12][C:16](=[O:18])[CH3:17])[CH:8]=2)[NH:3]1. The catalyst class is: 763. (6) Reactant: C([O-])([O-])=O.[K+].[K+].C[O:8][C:9](=[O:21])[CH2:10][C:11]1[CH:12]=[C:13]([CH:18]=[CH:19][CH:20]=1)[C:14]([O:16][CH3:17])=[O:15]. Product: [CH3:17][O:16][C:14]([C:13]1[CH:12]=[C:11]([CH2:10][C:9]([OH:21])=[O:8])[CH:20]=[CH:19][CH:18]=1)=[O:15]. The catalyst class is: 72.